Dataset: Full USPTO retrosynthesis dataset with 1.9M reactions from patents (1976-2016). Task: Predict the reactants needed to synthesize the given product. (1) Given the product [Br:34][C:14]1[C:12]2[N:13]=[C:8]([N:5]3[CH2:6][CH2:7][C:2]([OH:1])([CH2:32][OH:33])[CH2:3][CH2:4]3)[N:9]=[C:10]([NH:19][C:20]3[CH:25]=[CH:24][C:23]([O:26][CH3:27])=[C:22]([C:28]([F:30])([F:29])[F:31])[CH:21]=3)[C:11]=2[C:17](=[O:18])[NH:16][CH:15]=1, predict the reactants needed to synthesize it. The reactants are: [OH:1][C:2]1([CH2:32][OH:33])[CH2:7][CH2:6][N:5]([C:8]2[N:9]=[C:10]([NH:19][C:20]3[CH:25]=[CH:24][C:23]([O:26][CH3:27])=[C:22]([C:28]([F:31])([F:30])[F:29])[CH:21]=3)[C:11]3[C:17](=[O:18])[NH:16][CH:15]=[CH:14][C:12]=3[N:13]=2)[CH2:4][CH2:3]1.[Br:34]N1C(=O)CCC1=O. (2) The reactants are: [N:1]1([C:7]([C:9]2[CH:21]=[CH:20][C:12]([C:13]([O:15]C(C)(C)C)=[O:14])=[CH:11][N:10]=2)=[O:8])[CH2:6][CH2:5][O:4][CH2:3][CH2:2]1.Cl. Given the product [N:1]1([C:7]([C:9]2[CH:21]=[CH:20][C:12]([C:13]([OH:15])=[O:14])=[CH:11][N:10]=2)=[O:8])[CH2:6][CH2:5][O:4][CH2:3][CH2:2]1, predict the reactants needed to synthesize it.